Dataset: Forward reaction prediction with 1.9M reactions from USPTO patents (1976-2016). Task: Predict the product of the given reaction. (1) Given the reactants C(=O)(O)N.[C:5]([NH:13][C:14]1[CH:21]=[CH:20][CH:19]=[CH:18][C:15]=1[CH2:16][NH2:17])(=O)[C:6]1[CH:11]=[CH:10][CH:9]=[CH:8][CH:7]=1.CC1C=CC=CC=1C, predict the reaction product. The product is: [C:6]1([C:5]2[NH:17][CH2:16][C:15]3[C:14](=[CH:21][CH:20]=[CH:19][CH:18]=3)[N:13]=2)[CH:11]=[CH:10][CH:9]=[CH:8][CH:7]=1. (2) Given the reactants [C:1]1([NH:7][C:8]2[CH:9]=[C:10]([CH:15]=[CH:16][C:17]=2[O:18][CH3:19])[C:11]([O:13]C)=[O:12])[CH:6]=[CH:5][CH:4]=[CH:3][CH:2]=1.[OH-].[Na+], predict the reaction product. The product is: [C:1]1([NH:7][C:8]2[CH:9]=[C:10]([CH:15]=[CH:16][C:17]=2[O:18][CH3:19])[C:11]([OH:13])=[O:12])[CH:2]=[CH:3][CH:4]=[CH:5][CH:6]=1. (3) Given the reactants [CH3:1][O:2][C:3]1[CH:4]=[C:5]([N:12]2[CH2:17][CH2:16][CH:15]([CH:18]3[CH2:23][CH2:22][NH:21][CH2:20][CH2:19]3)[CH2:14][CH2:13]2)[CH:6]=[CH:7][C:8]=1[N+:9]([O-:11])=[O:10].O.[C:25](=[O:28])([O-])[OH:26].[Na+], predict the reaction product. The product is: [C:15]([O:26][C:25]([N:21]1[CH2:22][CH2:23][CH:18]([CH:15]2[CH2:16][CH2:17][N:12]([C:5]3[CH:6]=[CH:7][C:8]([N+:9]([O-:11])=[O:10])=[C:3]([O:2][CH3:1])[CH:4]=3)[CH2:13][CH2:14]2)[CH2:19][CH2:20]1)=[O:28])([CH3:18])([CH3:16])[CH3:14]. (4) Given the reactants [C:1]1([CH3:10])[CH:6]=[CH:5][C:4]([CH2:7][CH:8]=O)=[CH:3][CH:2]=1.O=P(Cl)(Cl)Cl.[CH3:16]N(C=O)C.[CH2:21]([O:23][C:24](=[O:27])[CH2:25][SH:26])[CH3:22], predict the reaction product. The product is: [CH2:21]([O:23][C:24]([C:25]1[S:26][CH:8]=[C:7]([C:4]2[CH:5]=[CH:6][C:1]([CH3:10])=[CH:2][CH:3]=2)[CH:16]=1)=[O:27])[CH3:22]. (5) Given the reactants [Cl:1][C:2]1[CH:18]=[CH:17][C:16]([Cl:19])=[CH:15][C:3]=1[O:4][C:5]1[N:13]=[CH:12][C:11]([F:14])=[CH:10][C:6]=1[C:7]([OH:9])=O.S(Cl)(Cl)=O.C(N(C(C)C)C(C)C)C.[CH3:33][CH:34]1[CH2:43][CH2:42][C:41]2[C:36](=[CH:37][CH:38]=[CH:39][CH:40]=2)[NH:35]1, predict the reaction product. The product is: [Cl:1][C:2]1[CH:18]=[CH:17][C:16]([Cl:19])=[CH:15][C:3]=1[O:4][C:5]1[C:6]([C:7]([N:35]2[C:36]3[C:41](=[CH:40][CH:39]=[CH:38][CH:37]=3)[CH2:42][CH2:43][CH:34]2[CH3:33])=[O:9])=[CH:10][C:11]([F:14])=[CH:12][N:13]=1. (6) Given the reactants [H-].[Na+].[CH:3]1([CH2:6][O:7][C:8]2[CH:13]=[CH:12][C:11]([S:14]([CH3:17])(=[O:16])=[O:15])=[CH:10][C:9]=2[C:18]2[CH:19]=[C:20]([CH3:25])[C:21](=[O:24])[NH:22][CH:23]=2)[CH2:5][CH2:4]1.CS(O[CH2:31][CH:32]1[CH2:35][O:34][CH2:33]1)(=O)=O, predict the reaction product. The product is: [CH:3]1([CH2:6][O:7][C:8]2[CH:13]=[CH:12][C:11]([S:14]([CH3:17])(=[O:16])=[O:15])=[CH:10][C:9]=2[C:18]2[CH:19]=[C:20]([CH3:25])[C:21](=[O:24])[N:22]([CH2:31][CH:32]3[CH2:35][O:34][CH2:33]3)[CH:23]=2)[CH2:5][CH2:4]1. (7) Given the reactants [CH3:1][O:2][C:3]1[CH:12]=[C:11]2[C:6]([CH2:7][CH2:8][C:9]([CH3:15])([CH3:14])[C:10]2=[O:13])=[CH:5][CH:4]=1.Cl.[NH2:17]O, predict the reaction product. The product is: [CH3:1][O:2][C:3]1[CH:4]=[CH:5][C:6]2[CH2:7][CH2:8][C:9]([CH3:15])([CH3:14])[C:10](=[O:13])[NH:17][C:11]=2[CH:12]=1.